Dataset: Catalyst prediction with 721,799 reactions and 888 catalyst types from USPTO. Task: Predict which catalyst facilitates the given reaction. Reactant: [C:1]([C:3]1[CH:8]=[CH:7][C:6]([O:9][C:10]2[N:15]=[CH:14][C:13]([NH:16][C:17]([NH:19][C:20]([CH3:26])([C:22](OC)=[O:23])[CH3:21])=[O:18])=[CH:12][CH:11]=2)=[C:5]([C:27]([F:30])([F:29])[F:28])[CH:4]=1)#[N:2].C[O-].[Na+]. Product: [CH3:21][C:20]1([CH3:26])[C:22](=[O:23])[N:16]([C:13]2[CH:12]=[CH:11][C:10]([O:9][C:6]3[CH:7]=[CH:8][C:3]([C:1]#[N:2])=[CH:4][C:5]=3[C:27]([F:28])([F:29])[F:30])=[N:15][CH:14]=2)[C:17](=[O:18])[NH:19]1. The catalyst class is: 5.